From a dataset of Forward reaction prediction with 1.9M reactions from USPTO patents (1976-2016). Predict the product of the given reaction. Given the reactants Br[C:2]1[CH:7]=[CH:6][C:5]([C:8]2[N:9]([CH3:18])[C:10]3[C:15]([CH:16]=2)=[CH:14][C:13]([CH3:17])=[CH:12][CH:11]=3)=[CH:4][CH:3]=1.C(N(CC)CC)C.[CH3:26][OH:27].[C]=O.CN(C)[CH:32]=[O:33], predict the reaction product. The product is: [CH3:18][N:9]1[C:10]2[C:15](=[CH:14][C:13]([CH3:17])=[CH:12][CH:11]=2)[CH:16]=[C:8]1[C:5]1[CH:6]=[CH:7][C:2]([C:26]([O:33][CH3:32])=[O:27])=[CH:3][CH:4]=1.